This data is from Catalyst prediction with 721,799 reactions and 888 catalyst types from USPTO. The task is: Predict which catalyst facilitates the given reaction. (1) Reactant: [C:1]([O:9][CH2:10][CH3:11])(=[O:8])[CH2:2][C:3]([O:5][CH2:6][CH3:7])=[O:4].[H-].[Na+].Cl[C:15]1[S:16][C:17]([S:21]([NH2:24])(=[O:23])=[O:22])=[C:18]([CH3:20])[N:19]=1.O. Product: [NH2:24][S:21]([C:17]1[S:16][C:15](=[C:2]([C:3]([O:5][CH2:6][CH3:7])=[O:4])[C:1]([O:9][CH2:10][CH3:11])=[O:8])[NH:19][C:18]=1[CH3:20])(=[O:23])=[O:22]. The catalyst class is: 11. (2) Product: [C:3]([O:7][C:8](=[O:37])[NH:9][C@@H:10]1[C@@H:27]([N:28]2[CH2:34][C@@H:31]([CH2:32][F:33])[CH2:30][C:29]2=[O:36])[CH2:26][N:13]2[CH2:14][CH2:15][C:16]3[C:21]([C@@H:12]2[CH2:11]1)=[CH:20][C:19]([O:22][CH3:23])=[C:18]([O:24][CH3:25])[CH:17]=3)([CH3:6])([CH3:5])[CH3:4]. The catalyst class is: 9. Reactant: [H-].[Na+].[C:3]([O:7][C:8](=[O:37])[NH:9][C@@H:10]1[C@@H:27]([NH:28][C:29](=[O:36])[CH2:30][CH:31]([CH2:34]Cl)[CH2:32][F:33])[CH2:26][N:13]2[CH2:14][CH2:15][C:16]3[C:21]([C@@H:12]2[CH2:11]1)=[CH:20][C:19]([O:22][CH3:23])=[C:18]([O:24][CH3:25])[CH:17]=3)([CH3:6])([CH3:5])[CH3:4]. (3) Reactant: C[O:2][C:3]([C:5]1[CH:10]=[CH:9][C:8]([C:11]2[C:12]([CH3:56])([CH3:55])[C@H:13]3[C@:26]([CH3:29])([CH2:27][CH:28]=2)[C@@H:25]2[C@:16]([CH3:54])([C@@:17]4([CH3:53])[C@H:22]([CH2:23][CH2:24]2)[C@H:21]2[C@H:30]([C:33]([CH3:35])=[CH2:34])[CH2:31][CH2:32][C@:20]2([C:36]([NH:38][CH2:39][CH2:40][C:41]([N:43]2[CH2:48][CH2:47][CH:46]([C:49]([O:51]C)=[O:50])[CH2:45][CH2:44]2)=[O:42])=[O:37])[CH2:19][CH2:18]4)[CH2:15][CH2:14]3)=[CH:7][CH:6]=1)=[O:4].[OH-].[Na+]. Product: [C:3]([C:5]1[CH:6]=[CH:7][C:8]([C:11]2[C:12]([CH3:56])([CH3:55])[C@H:13]3[C@:26]([CH3:29])([CH2:27][CH:28]=2)[C@@H:25]2[C@:16]([CH3:54])([C@@:17]4([CH3:53])[C@H:22]([CH2:23][CH2:24]2)[C@H:21]2[C@H:30]([C:33]([CH3:35])=[CH2:34])[CH2:31][CH2:32][C@:20]2([C:36]([NH:38][CH2:39][CH2:40][C:41]([N:43]2[CH2:44][CH2:45][CH:46]([C:49]([OH:51])=[O:50])[CH2:47][CH2:48]2)=[O:42])=[O:37])[CH2:19][CH2:18]4)[CH2:15][CH2:14]3)=[CH:9][CH:10]=1)([OH:4])=[O:2]. The catalyst class is: 393. (4) Reactant: [F:1][C:2]1[CH:3]=[C:4]([N:14]2[C:18]([CH3:20])([CH3:19])[C:17](=[O:21])[N:16]([C:22]3[CH:29]=[CH:28][C:25]([C:26]#[N:27])=[C:24]([C:30]([F:33])([F:32])[F:31])[CH:23]=3)[C:15]2=[S:34])[CH:5]=[CH:6][C:7]=1[O:8][CH:9]1[CH2:13][CH2:12][NH:11][CH2:10]1.C=O.[C:37]([BH3-])#N.[Na+].O. Product: [F:1][C:2]1[CH:3]=[C:4]([N:14]2[C:18]([CH3:20])([CH3:19])[C:17](=[O:21])[N:16]([C:22]3[CH:29]=[CH:28][C:25]([C:26]#[N:27])=[C:24]([C:30]([F:33])([F:31])[F:32])[CH:23]=3)[C:15]2=[S:34])[CH:5]=[CH:6][C:7]=1[O:8][CH:9]1[CH2:13][CH2:12][N:11]([CH3:37])[CH2:10]1. The catalyst class is: 466. (5) Reactant: [NH2:1][C:2]1[CH:10]=[C:9]([O:11][CH2:12][C:13]2[CH:18]=[CH:17][CH:16]=[CH:15][CH:14]=2)[C:8]([Br:19])=[CH:7][C:3]=1[C:4]([OH:6])=O.[NH2:20][C:21](N)=[O:22]. Product: [CH2:12]([O:11][C:9]1[CH:10]=[C:2]2[C:3]([C:4](=[O:6])[NH:20][C:21](=[O:22])[NH:1]2)=[CH:7][C:8]=1[Br:19])[C:13]1[CH:18]=[CH:17][CH:16]=[CH:15][CH:14]=1. The catalyst class is: 6.